The task is: Predict the reactants needed to synthesize the given product.. This data is from Full USPTO retrosynthesis dataset with 1.9M reactions from patents (1976-2016). (1) The reactants are: [CH3:1][O:2][C:3](=[O:20])[C:4]1[CH:9]=[C:8]([O:10][CH3:11])[CH:7]=[C:6]([NH:12][C:13]([O:15][C:16]([CH3:19])([CH3:18])[CH3:17])=[O:14])[CH:5]=1.C(=O)([O-])[O-].[Cs+].[Cs+].[CH2:27](Br)[CH:28]=[CH2:29]. Given the product [CH3:1][O:2][C:3](=[O:20])[C:4]1[CH:9]=[C:8]([O:10][CH3:11])[CH:7]=[C:6]([N:12]([CH2:29][CH:28]=[CH2:27])[C:13]([O:15][C:16]([CH3:17])([CH3:19])[CH3:18])=[O:14])[CH:5]=1, predict the reactants needed to synthesize it. (2) Given the product [Cl:18][C:19]1[CH:24]=[CH:23][C:22]([C:25]2([OH:31])[CH2:26][CH2:27][N:28]([C:15](=[O:17])[CH:10]([NH:9][C:1](=[O:8])[C:2]3[CH:3]=[CH:4][CH:5]=[CH:6][CH:7]=3)[CH2:11][CH:12]([CH3:13])[CH3:14])[CH2:29][CH2:30]2)=[CH:21][CH:20]=1, predict the reactants needed to synthesize it. The reactants are: [C:1]([NH:9][CH:10]([C:15]([OH:17])=O)[CH2:11][CH:12]([CH3:14])[CH3:13])(=[O:8])[C:2]1[CH:7]=[CH:6][CH:5]=[CH:4][CH:3]=1.[Cl:18][C:19]1[CH:24]=[CH:23][C:22]([C:25]2([OH:31])[CH2:30][CH2:29][NH:28][CH2:27][CH2:26]2)=[CH:21][CH:20]=1.C(NC(C(O)=O)C(C)C)(=O)C1C=CC=CC=1.Cl.ClC1C=CC(C2CCNCC2)=CC=1. (3) Given the product [OH:1][CH:2]([C:19]1[NH:23][CH:22]=[CH:21][N:20]=1)[CH2:3][C:4]([C:6]1[S:7][C:8]([CH2:11][CH2:12][C:13]2[CH:18]=[CH:17][CH:16]=[CH:15][CH:14]=2)=[CH:9][CH:10]=1)=[O:5], predict the reactants needed to synthesize it. The reactants are: [OH:1][CH:2]([C:19]1[N:20](C(C2C=CC=CC=2)(C2C=CC=CC=2)C2C=CC=CC=2)[CH:21]=[CH:22][N:23]=1)[CH2:3][C:4]([C:6]1[S:7][C:8]([CH2:11][CH2:12][C:13]2[CH:18]=[CH:17][CH:16]=[CH:15][CH:14]=2)=[CH:9][CH:10]=1)=[O:5].C(O)(C(F)(F)F)=O.C([SiH](CC)CC)C.